From a dataset of Full USPTO retrosynthesis dataset with 1.9M reactions from patents (1976-2016). Predict the reactants needed to synthesize the given product. Given the product [CH3:1][C:2]1([CH3:47])[C:10]2[C:5](=[CH:6][CH:7]=[CH:8][CH:9]=2)[N:4]([CH2:11][CH2:12][CH2:13][N:14]2[CH2:45][CH2:44][C:17]3([N:21]([C:22]4[CH:27]=[CH:26][C:25]([F:28])=[CH:24][CH:23]=4)[CH2:20][N:19]([CH2:29][C:30]4[CH:31]=[C:32]([CH:40]=[CH:41][CH:42]=4)[C:33]([OH:35])=[O:34])[C:18]3=[O:43])[CH2:16][CH2:15]2)[C:3]1=[O:46], predict the reactants needed to synthesize it. The reactants are: [CH3:1][C:2]1([CH3:47])[C:10]2[C:5](=[CH:6][CH:7]=[CH:8][CH:9]=2)[N:4]([CH2:11][CH2:12][CH2:13][N:14]2[CH2:45][CH2:44][C:17]3([N:21]([C:22]4[CH:27]=[CH:26][C:25]([F:28])=[CH:24][CH:23]=4)[CH2:20][N:19]([CH2:29][C:30]4[CH:31]=[C:32]([CH:40]=[CH:41][CH:42]=4)[C:33]([O:35]C(C)(C)C)=[O:34])[C:18]3=[O:43])[CH2:16][CH2:15]2)[C:3]1=[O:46].Cl.